From a dataset of Catalyst prediction with 721,799 reactions and 888 catalyst types from USPTO. Predict which catalyst facilitates the given reaction. (1) Reactant: [I-].Cl[C:3]1[CH:8]=[CH:7]C=C[N+:4]=1C.C(N(CC)CC)C.C(N)CC.[C:21]([NH:24][CH2:25][CH2:26][N:27]1[C:35]2[C:30](=[CH:31][CH:32]=[C:33]([O:36][CH3:37])[CH:34]=2)[CH:29]=[C:28]1[C:38]([OH:40])=O)(=[O:23])[CH3:22]. Product: [C:21]([NH:24][CH2:25][CH2:26][N:27]1[C:35]2[C:30]([CH2:31][CH:32]=[C:33]([O:36][CH3:37])[CH:34]=2)=[CH:29][CH:28]1[C:38]([NH:4][CH2:3][CH2:8][CH3:7])=[O:40])(=[O:23])[CH3:22]. The catalyst class is: 4. (2) The catalyst class is: 1. Product: [CH2:3]([N:10]1[CH2:15][CH2:14][C:13](=[O:16])[CH:12]([CH3:17])[CH2:11]1)[C:4]1[CH:5]=[CH:6][CH:7]=[CH:8][CH:9]=1. Reactant: [H-].[Na+].[CH2:3]([N:10]1[CH2:15][CH2:14][C:13](=[O:16])[CH2:12][CH2:11]1)[C:4]1[CH:9]=[CH:8][CH:7]=[CH:6][CH:5]=1.[CH3:17]I.